Dataset: Retrosynthesis with 50K atom-mapped reactions and 10 reaction types from USPTO. Task: Predict the reactants needed to synthesize the given product. (1) Given the product CCc1cc(C=C(C)c2ccc3c(c2)C(C)(C)CCC3(C)C)ccc1S(=O)c1ccc(C=C(C)c2ccc3c(c2)C(C)(C)CCC3(C)C)cc1CC, predict the reactants needed to synthesize it. The reactants are: CCc1cc(C=C(C)c2ccc3c(c2)C(C)(C)CCC3(C)C)ccc1Sc1ccc(C=C(C)c2ccc3c(c2)C(C)(C)CCC3(C)C)cc1CC.O=C(OO)c1cccc(Cl)c1. (2) Given the product COc1ccc(C2=NN(C3CCN(C(=O)CCl)CC3)C(=O)C2(C)C)c2c1OC1(CCCC1)C2, predict the reactants needed to synthesize it. The reactants are: COc1ccc(C2=NN(C3CCNCC3)C(=O)C2(C)C)c2c1OC1(CCCC1)C2.O=C(CCl)OC(=O)CCl. (3) Given the product Cc1cc(-c2ccc([C@H](C)N3CC[C@](CC4(O)CC4)(c4ccc(F)cc4)OC3=O)cc2)ccn1, predict the reactants needed to synthesize it. The reactants are: C[C@@H](c1ccc(Br)cc1)N1CC[C@](CC2(O)CC2)(c2ccc(F)cc2)OC1=O.Cc1cc(B(O)O)ccn1. (4) Given the product CCOC(=O)CC1CCN(C(=O)CN2CC(c3ccccc3Cl)c3cc(C)ccc3C(CC(C)C)C2=O)CC1, predict the reactants needed to synthesize it. The reactants are: CCOC(=O)CC1CCNCC1.Cc1ccc2c(c1)C(c1ccccc1Cl)CN(CC(=O)O)C(=O)C2CC(C)C. (5) Given the product CC(C)COc1ccc(OCC(C)C)c(C(=O)c2ccc(OCC(C)C)c(CCC(=O)O)c2)c1, predict the reactants needed to synthesize it. The reactants are: CCOC(=O)CCc1cc(C(=O)c2cc(OCC(C)C)ccc2OCC(C)C)ccc1OCC(C)C. (6) Given the product Cc1ccc([C@@H]2CCCN(C(=O)c3sc(-c4ccc(C(F)(F)F)cc4)nc3C)C2)cc1OCC(=O)O, predict the reactants needed to synthesize it. The reactants are: CCOC(=O)COc1cc(C2CCCN(C(=O)c3sc(-c4ccc(C(F)(F)F)cc4)nc3C)C2)ccc1C. (7) Given the product O=C(Oc1cc(O)c(Br)cn1)c1ccccc1, predict the reactants needed to synthesize it. The reactants are: O=C(Oc1cc(OC(=O)c2ccccc2)c(Br)cn1)c1ccccc1.